This data is from Reaction yield outcomes from USPTO patents with 853,638 reactions. The task is: Predict the reaction yield, written as a fraction of the theoretical maximum amount of product (1.0 means a 100% yield; for example, 0.34 means a 34% yield). (1) The product is [CH2:1]([O:8][C:9]1[CH:17]=[CH:16][C:12]([C:13]2[N:51]=[C:50]3[CH:20]=[C:19]([C:18]([O:25][CH2:26][CH3:37])=[O:41])[CH:24]=[CH:23][N:49]3[C:48]=2[CH:47]2[CH2:46][CH2:61][CH2:60][CH2:59][CH2:64]2)=[CH:11][CH:10]=1)[C:2]1[CH:7]=[CH:6][CH:5]=[CH:4][CH:3]=1. The yield is 0.940. The catalyst is CN(C)C=O.O.C(N(CC)CC)C. The reactants are [CH2:1]([O:8][C:9]1[CH:17]=[CH:16][C:12]([C:13](O)=O)=[CH:11][CH:10]=1)[C:2]1[CH:7]=[CH:6][CH:5]=[CH:4][CH:3]=1.[CH2:18]([O:25][C:26]1[CH:37]=CC(C(N(OC)C)=O)=CC=1)[C:19]1[CH:24]=[CH:23]C=C[CH:20]=1.Cl.CN[O:41]C.Cl.CN(C)[CH2:46][CH2:47][CH2:48][N:49]=[C:50]=[N:51]CC.ON1[C:60]2[CH:61]=CC=[CH:64][C:59]=2N=N1. (2) The reactants are C1(P(C2C=CC=CC=2)C2C=CC=CC=2)C=CC=CC=1.N1C=CN=C1.[I:25]I.[C:27]([O:31][C:32]([NH:34][C@@H:35]([CH2:44]O)[CH2:36][C:37]([O:39][C:40]([CH3:43])([CH3:42])[CH3:41])=[O:38])=[O:33])([CH3:30])([CH3:29])[CH3:28]. The catalyst is C(Cl)Cl. The product is [C:27]([O:31][C:32]([NH:34][C@@H:35]([CH2:44][I:25])[CH2:36][C:37]([O:39][C:40]([CH3:43])([CH3:42])[CH3:41])=[O:38])=[O:33])([CH3:30])([CH3:29])[CH3:28]. The yield is 0.580. (3) The reactants are [OH:1][C:2]([CH3:35])([CH3:34])[CH2:3][C@@:4]1([C:28]2[CH:33]=[CH:32][CH:31]=[CH:30][CH:29]=2)[O:9][C:8](=[O:10])[N:7]([C@H:11]([C:13]2[CH:18]=[CH:17][C:16](B3OC(C)(C)C(C)(C)O3)=[CH:15][CH:14]=2)[CH3:12])[CH2:6][CH2:5]1.Cl[C:37]1[CH:38]=[CH:39][C:40]2[N:41]([CH:43]=[CH:44][N:45]=2)[N:42]=1.C([O-])(O)=O.[Na+].O. The catalyst is C1C=CC(P(C2C=CC=CC=2)[C-]2C=CC=C2)=CC=1.C1C=CC(P(C2C=CC=CC=2)[C-]2C=CC=C2)=CC=1.Cl[Pd]Cl.[Fe+2].O1CCOCC1. The product is [OH:1][C:2]([CH3:35])([CH3:34])[CH2:3][C@@:4]1([C:28]2[CH:29]=[CH:30][CH:31]=[CH:32][CH:33]=2)[O:9][C:8](=[O:10])[N:7]([C@H:11]([C:13]2[CH:14]=[CH:15][C:16]([C:37]3[CH:38]=[CH:39][C:40]4[N:41]([CH:43]=[CH:44][N:45]=4)[N:42]=3)=[CH:17][CH:18]=2)[CH3:12])[CH2:6][CH2:5]1. The yield is 0.650. (4) The reactants are [OH:1][C:2]1[CH:7]=[CH:6][C:5]([NH:8][CH:9]=[C:10]2[C:18]3[C:13](=[CH:14][CH:15]=[CH:16][CH:17]=3)[NH:12][C:11]2=[O:19])=[CH:4][CH:3]=1.C(=O)([O-])[O-].[K+].[K+].Br[CH2:27][CH2:28][CH2:29][CH2:30][Cl:31]. The catalyst is CN(C=O)C. The product is [Cl:31][CH2:30][CH2:29][CH2:28][CH2:27][O:1][C:2]1[CH:7]=[CH:6][C:5]([NH:8][CH:9]=[C:10]2[C:18]3[C:13](=[CH:14][CH:15]=[CH:16][CH:17]=3)[NH:12][C:11]2=[O:19])=[CH:4][CH:3]=1. The yield is 0.470. (5) The reactants are Cl[CH2:2][C:3]([NH:6][C:7]([NH:9][C:10]1[CH:11]=[N:12][CH:13]=[CH:14][C:15]=1[CH3:16])=[O:8])([CH3:5])[CH3:4].[H-].[Na+].CO. The catalyst is C1COCC1.C(Cl)(Cl)Cl. The product is [CH3:2][C:3]1([CH3:5])[CH2:4][N:9]([C:10]2[CH:11]=[N:12][CH:13]=[CH:14][C:15]=2[CH3:16])[C:7](=[O:8])[NH:6]1. The yield is 0.943. (6) The reactants are ClC(Cl)(O[C:5](=[O:11])OC(Cl)(Cl)Cl)Cl.Cl.[CH:14]1([CH2:17][C:18]2[CH:23]=[C:22]([CH3:24])[C:21]([NH2:25])=[C:20]([CH3:26])[CH:19]=2)[CH2:16][CH2:15]1.CCN(C(C)C)C(C)C.CCCCCCC. The yield is 0.910. The catalyst is ClCCl. The product is [CH:14]1([CH2:17][C:18]2[CH:23]=[C:22]([CH3:24])[C:21]([N:25]=[C:5]=[O:11])=[C:20]([CH3:26])[CH:19]=2)[CH2:15][CH2:16]1.